From a dataset of Reaction yield outcomes from USPTO patents with 853,638 reactions. Predict the reaction yield, written as a fraction of the theoretical maximum amount of product (1.0 means a 100% yield; for example, 0.34 means a 34% yield). (1) The reactants are [BH4-].[Na+].[Cl:3][C:4]1[C:5]([CH2:54][C:55]2[CH:60]=[CH:59][C:58]([CH2:61][CH3:62])=[CH:57][CH:56]=2)=[CH:6][C:7]([C@H:15]2[C@H:20]([O:21][CH2:22][C:23]3[CH:28]=[CH:27][CH:26]=[CH:25][CH:24]=3)[C@@H:19]([O:29][CH2:30][C:31]3[CH:36]=[CH:35][CH:34]=[CH:33][CH:32]=3)[C@H:18]([O:37][CH2:38][C:39]3[CH:44]=[CH:43][CH:42]=[CH:41][CH:40]=3)[C@@H:17]([CH2:45][O:46][CH2:47][C:48]3[CH:53]=[CH:52][CH:51]=[CH:50][CH:49]=3)[O:16]2)=[C:8]([CH:14]=1)[CH2:9][O:10][CH2:11][CH:12]=[O:13]. The catalyst is C1COCC1. The product is [Cl:3][C:4]1[C:5]([CH2:54][C:55]2[CH:60]=[CH:59][C:58]([CH2:61][CH3:62])=[CH:57][CH:56]=2)=[CH:6][C:7]([C@H:15]2[C@H:20]([O:21][CH2:22][C:23]3[CH:24]=[CH:25][CH:26]=[CH:27][CH:28]=3)[C@@H:19]([O:29][CH2:30][C:31]3[CH:36]=[CH:35][CH:34]=[CH:33][CH:32]=3)[C@H:18]([O:37][CH2:38][C:39]3[CH:40]=[CH:41][CH:42]=[CH:43][CH:44]=3)[C@@H:17]([CH2:45][O:46][CH2:47][C:48]3[CH:49]=[CH:50][CH:51]=[CH:52][CH:53]=3)[O:16]2)=[C:8]([CH:14]=1)[CH2:9][O:10][CH2:11][CH2:12][OH:13]. The yield is 0.962. (2) The reactants are [NH2:1][C@H:2]([CH:6]([CH3:8])[CH3:7])[C:3]([OH:5])=[O:4].[C:9](=O)([O:18][CH2:19][CH2:20][Si:21]([CH3:24])([CH3:23])[CH3:22])[O:10]N1C(=O)CCC1=O.C(N(CC)CC)C.S([O-])(O)(=O)=O.[Na+]. The catalyst is O1CCOCC1.O. The product is [CH3:7][CH:6]([CH3:8])[C@@H:2]([NH:1][C:9]([O:18][CH2:19][CH2:20][Si:21]([CH3:24])([CH3:23])[CH3:22])=[O:10])[C:3]([OH:5])=[O:4]. The yield is 0.930.